Dataset: Reaction yield outcomes from USPTO patents with 853,638 reactions. Task: Predict the reaction yield, written as a fraction of the theoretical maximum amount of product (1.0 means a 100% yield; for example, 0.34 means a 34% yield). (1) The reactants are [CH3:1][C:2]1[NH:3][CH:4]=[C:5]([S:7](Cl)(=O)=O)[N:6]=1.[OH2:11].O.[Sn](Cl)Cl.C(N([CH2:21][CH3:22])CC)C.[C:23](O[C:23]([O:25][C:26]([CH3:29])([CH3:28])[CH3:27])=[O:24])([O:25][C:26]([CH3:29])([CH3:28])[CH3:27])=[O:24]. The catalyst is C(O)(=O)C.Cl. The product is [C:21]([S:7][C:5]1[N:6]=[C:2]([CH3:1])[N:3]([C:23]([O:25][C:26]([CH3:29])([CH3:28])[CH3:27])=[O:24])[CH:4]=1)(=[O:11])[CH3:22]. The yield is 0.340. (2) The reactants are [F:1][C:2]1[CH:7]=[CH:6][C:5]([C:8]2[CH:13]=[CH:12][N:11]([C:14]3[CH:15]=[CH:16][C:17]4[C:18]5[CH2:27][NH:26][CH2:25][CH2:24][C:19]=5[N:20]([CH3:23])[C:21]=4[CH:22]=3)[C:10](=[O:28])[CH:9]=2)=[C:4]([O:29][CH3:30])[CH:3]=1.[C:31]1(N)C(F)=C(F)C(F)=C(N)C=1F.[ClH:43].Cl. No catalyst specified. The product is [ClH:43].[CH3:31][N:26]1[CH2:25][CH2:24][C:19]2[N:20]([CH3:23])[C:21]3[CH:22]=[C:14]([N:11]4[CH:12]=[CH:13][C:8]([C:5]5[CH:6]=[CH:7][C:2]([F:1])=[CH:3][C:4]=5[O:29][CH3:30])=[CH:9][C:10]4=[O:28])[CH:15]=[CH:16][C:17]=3[C:18]=2[CH2:27]1. The yield is 0.520.